This data is from Reaction yield outcomes from USPTO patents with 853,638 reactions. The task is: Predict the reaction yield, written as a fraction of the theoretical maximum amount of product (1.0 means a 100% yield; for example, 0.34 means a 34% yield). (1) The reactants are [CH:1]1([N:4]([CH:18]2[CH2:23][CH2:22][N:21]([C:24](=[O:30])[CH:25]=[CH:26][CH2:27][CH2:28][CH3:29])[CH2:20][CH2:19]2)[S:5]([C:8]2[CH:13]=[CH:12][CH:11]=[C:10]([C:14]([F:17])([F:16])[F:15])[CH:9]=2)(=[O:7])=[O:6])[CH2:3][CH2:2]1.[NH:31]1[CH2:36][CH2:35][O:34][CH2:33][CH2:32]1. No catalyst specified. The product is [CH:1]1([N:4]([CH:18]2[CH2:23][CH2:22][N:21]([C:24](=[O:30])[CH2:25][CH:26]([N:31]3[CH2:36][CH2:35][O:34][CH2:33][CH2:32]3)[CH2:27][CH2:28][CH3:29])[CH2:20][CH2:19]2)[S:5]([C:8]2[CH:13]=[CH:12][CH:11]=[C:10]([C:14]([F:15])([F:16])[F:17])[CH:9]=2)(=[O:6])=[O:7])[CH2:3][CH2:2]1. The yield is 0.400. (2) The reactants are [CH3:1][O:2][C:3]1[CH:12]=[C:11]([O:13][CH3:14])[CH:10]=[C:9]2[C:4]=1[C:5](=[O:34])[NH:6][C:7]([C:15]1[CH:20]=[CH:19][C:18]([CH:21]3[CH2:26][CH2:25][N:24](C(OC(C)(C)C)=O)[CH2:23][CH2:22]3)=[CH:17][CH:16]=1)=[N:8]2.Cl. The catalyst is O1CCOCC1. The product is [CH3:1][O:2][C:3]1[CH:12]=[C:11]([O:13][CH3:14])[CH:10]=[C:9]2[C:4]=1[C:5](=[O:34])[NH:6][C:7]([C:15]1[CH:16]=[CH:17][C:18]([CH:21]3[CH2:26][CH2:25][NH:24][CH2:23][CH2:22]3)=[CH:19][CH:20]=1)=[N:8]2. The yield is 0.180. (3) The reactants are [F:1][C:2]1[CH:7]=[C:6]([F:8])[CH:5]=[CH:4][C:3]=1[CH2:9][NH:10][C:11]([C:13]1[C:14](=[O:39])[C:15]([O:31]CC2C=CC=CC=2)=[C:16]2[C:28](=[O:29])[N:20]3[CH2:21][CH2:22][C@@H:23]4[CH2:27][CH2:26][CH2:25][N:24]4[C@@H:19]3[CH2:18][N:17]2[CH:30]=1)=[O:12]. The catalyst is CO.[Pd]. The product is [F:1][C:2]1[CH:7]=[C:6]([F:8])[CH:5]=[CH:4][C:3]=1[CH2:9][NH:10][C:11]([C:13]1[C:14](=[O:39])[C:15]([OH:31])=[C:16]2[C:28](=[O:29])[N:20]3[CH2:21][CH2:22][C@@H:23]4[CH2:27][CH2:26][CH2:25][N:24]4[C@@H:19]3[CH2:18][N:17]2[CH:30]=1)=[O:12]. The yield is 0.670. (4) The reactants are [N:1]1([C:5]([C:7]2[CH:36]=[CH:35][C:10]([O:11][C:12]3[CH:13]=[C:14]([C:24]4[NH:28][C:27]([C:29]5[O:30][C:31]([CH3:34])=[N:32][N:33]=5)=[CH:26][CH:25]=4)[CH:15]=[C:16]([O:18][C@@H:19]([CH3:23])[CH2:20][O:21]C)[CH:17]=3)=[C:9]([F:37])[CH:8]=2)=[O:6])[CH2:4][CH2:3][CH2:2]1.B(Br)(Br)Br.ClCCl.C(=O)([O-])O.[Na+]. The catalyst is ClCCl. The product is [N:1]1([C:5]([C:7]2[CH:36]=[CH:35][C:10]([O:11][C:12]3[CH:17]=[C:16]([CH:15]=[C:14]([C:24]4[NH:28][C:27]([C:29]5[O:30][C:31]([CH3:34])=[N:32][N:33]=5)=[CH:26][CH:25]=4)[CH:13]=3)[O:18][C@@H:19]([CH3:23])[CH2:20][OH:21])=[C:9]([F:37])[CH:8]=2)=[O:6])[CH2:4][CH2:3][CH2:2]1. The yield is 0.210.